From a dataset of Full USPTO retrosynthesis dataset with 1.9M reactions from patents (1976-2016). Predict the reactants needed to synthesize the given product. Given the product [F:25][C:26]1[CH:48]=[C:47]([F:49])[CH:46]=[CH:45][C:27]=1[CH2:28][N:29]1[CH2:33][CH2:32][N:31]([C:34]2[CH:35]=[C:36]([CH:41]=[CH:42][N:43]=2)[C:37]([NH:7][CH2:6][C:5]2[CH:23]=[CH:24][C:2]([F:1])=[CH:3][CH:4]=2)=[O:38])[C:30]1=[O:44], predict the reactants needed to synthesize it. The reactants are: [F:1][C:2]1[CH:24]=[CH:23][C:5]([CH2:6][N:7]2CCN(C3C=C(C=CN=3)C(OC)=O)C2=O)=[CH:4][CH:3]=1.[F:25][C:26]1[CH:48]=[C:47]([F:49])[CH:46]=[CH:45][C:27]=1[CH2:28][N:29]1[CH2:33][CH2:32][N:31]([C:34]2[CH:35]=[C:36]([CH:41]=[CH:42][N:43]=2)[C:37](OC)=[O:38])[C:30]1=[O:44].FC1C=CC(CN)=CC=1.